This data is from Forward reaction prediction with 1.9M reactions from USPTO patents (1976-2016). The task is: Predict the product of the given reaction. (1) Given the reactants [Cl:1][C:2]1[C:3]([CH3:24])=[C:4]([NH:10][S:11]([N:14]2[CH2:18][CH2:17][C@@H:16]([OH:19])[C@@:15]2([CH3:23])[C:20](O)=[O:21])(=[O:13])=[O:12])[CH:5]=[CH:6][C:7]=1[C:8]#[N:9].C1CCC(N=C=NC2CCCCC2)CC1.[N+](C1C=CC=CC=1O)([O-])=O, predict the reaction product. The product is: [OH:19][C@@H:16]1[CH2:17][CH2:18][N:14]2[C@:15]1([CH3:23])[C:20](=[O:21])[N:10]([C:4]1[CH:5]=[CH:6][C:7]([C:8]#[N:9])=[C:2]([Cl:1])[C:3]=1[CH3:24])[S:11]2(=[O:13])=[O:12]. (2) Given the reactants [OH:1][C@@H:2]1[CH:7]2[CH2:8][CH2:9][N:4]([CH2:5][CH2:6]2)[CH2:3]1.[Br:10][CH2:11][CH2:12][O:13][CH2:14][CH2:15][O:16][CH3:17], predict the reaction product. The product is: [Br-:10].[OH:1][C@@H:2]1[CH:7]2[CH2:8][CH2:9][N+:4]([CH2:11][CH2:12][O:13][CH2:14][CH2:15][O:16][CH3:17])([CH2:5][CH2:6]2)[CH2:3]1.